This data is from Full USPTO retrosynthesis dataset with 1.9M reactions from patents (1976-2016). The task is: Predict the reactants needed to synthesize the given product. (1) Given the product [CH3:1][C:2]1[CH:7]=[CH:6][C:5](/[CH:8]=[CH:9]\[CH:10]([S:17][CH:1](/[CH:9]=[CH:8]\[C:5]2[CH:6]=[CH:7][C:2]([CH3:1])=[CH:3][CH:4]=2)[C:2]2[CH:7]=[CH:6][CH:5]=[CH:4][CH:3]=2)[C:11]2[CH:16]=[CH:15][CH:14]=[CH:13][CH:12]=2)=[CH:4][CH:3]=1, predict the reactants needed to synthesize it. The reactants are: [CH3:1][C:2]1[CH:7]=[CH:6][C:5]([C:8]#[CH:9])=[CH:4][CH:3]=1.[CH2:10]([SH:17])[C:11]1[CH:16]=[CH:15][CH:14]=[CH:13][CH:12]=1.[Na]. (2) Given the product [Br:1][C:2]1[CH:10]=[C:9]2[C:5]([C:6]([C:11](=[O:15])[C:12]([OH:18])=[O:13])=[CH:7][NH:8]2)=[CH:4][CH:3]=1, predict the reactants needed to synthesize it. The reactants are: [Br:1][C:2]1[CH:10]=[C:9]2[C:5]([CH:6]=[CH:7][NH:8]2)=[CH:4][CH:3]=1.[C:11](Cl)(=[O:15])[C:12](Cl)=[O:13].C([O-])(O)=[O:18].[Na+]. (3) Given the product [N:22]12[CH2:27][CH2:26][CH:25]([CH2:24][CH2:23]1)[C@H:20]([OH:19])[CH2:21]2, predict the reactants needed to synthesize it. The reactants are: C([C@H]([C@@H](C(O)=O)O)O)(O)=O.C([O:19][C@H:20]1[CH:25]2[CH2:26][CH2:27][N:22]([CH2:23][CH2:24]2)[CH2:21]1)(=O)C1C=CC=CC=1.[OH-].[Na+]. (4) Given the product [Br:27][C:28]1[N:33]=[C:4]([C@@H:8]([NH:19][C:20](=[O:26])[O:21][C:22]([CH3:23])([CH3:24])[CH3:25])[C@@H:9]([C:11]2[CH:16]=[C:15]([F:17])[CH:14]=[CH:13][C:12]=2[F:18])[OH:10])[CH:3]=[CH:2][N:29]=1, predict the reactants needed to synthesize it. The reactants are: Br[C:2]1[CH:3]=[C:4]([C@@H:8]([NH:19][C:20](=[O:26])[O:21][C:22]([CH3:25])([CH3:24])[CH3:23])[C@@H:9]([C:11]2[CH:16]=[C:15]([F:17])[CH:14]=[CH:13][C:12]=2[F:18])[OH:10])C=NC=1.[Br:27][C:28]1[N:33]=C(/C=C/C2C=C(F)C=CC=2F)C=C[N:29]=1. (5) The reactants are: C(N)CN.[OH-].[Na+].[C-]#N.[Na+].C=O.O.[CH2:13]([N:24]([CH2:29][C:30]([O-:32])=[O:31])[CH2:25][C:26]([O-:28])=[O:27])[CH2:14][N:15]([CH2:20][C:21]([O-:23])=[O:22])[CH2:16][C:17]([O-:19])=[O:18].[Na+].[Na+].[Na+].[Na+]. Given the product [CH2:14]([N:15]([CH2:20][C:21]([OH:23])=[O:22])[CH2:16][C:17]([OH:19])=[O:18])[CH2:13][N:24]([CH2:29][C:30]([OH:32])=[O:31])[CH2:25][C:26]([OH:28])=[O:27], predict the reactants needed to synthesize it. (6) Given the product [Br:20][C:17]1[CH:18]=[CH:19][C:14]([NH:13][C:6]2[N:7]([CH3:12])[C:8](=[O:11])[CH:9]=[CH:10][C:5]=2[C:3]([OH:4])=[O:2])=[C:15]([F:21])[CH:16]=1, predict the reactants needed to synthesize it. The reactants are: C[O:2][C:3]([C:5]1[CH:10]=[CH:9][C:8](=[O:11])[N:7]([CH3:12])[C:6]=1[NH:13][C:14]1[CH:19]=[CH:18][C:17]([Br:20])=[CH:16][C:15]=1[F:21])=[O:4].BrC1C=CC(N)=C(F)C=1.C[Si]([N-][Si](C)(C)C)(C)C.[Li+].COC(C1C=CC(=O)NC=1)=O. (7) Given the product [CH3:24][C:12]1[CH:13]=[C:8]([C:1]2[CH:6]=[CH:5][CH:4]=[CH:3][C:2]=2[NH:7][C:14](=[O:17])[CH2:15][CH3:16])[CH:9]=[CH:10][CH:11]=1, predict the reactants needed to synthesize it. The reactants are: [C:1]1([C:8]2[CH:13]=[CH:12][CH:11]=[CH:10][CH:9]=2)[C:2]([NH2:7])=[CH:3][CH:4]=[CH:5][CH:6]=1.[C:14](O[C:14](=[O:17])[CH2:15][CH3:16])(=[O:17])[CH2:15][CH3:16].N1C=CC=C[CH:24]=1.